From a dataset of Full USPTO retrosynthesis dataset with 1.9M reactions from patents (1976-2016). Predict the reactants needed to synthesize the given product. (1) Given the product [Br-:18].[CH:1]([C:4]1[CH:9]=[CH:8][CH:7]=[C:6]([CH:10]([CH3:12])[CH3:11])[C:5]=1[N+:13]1[CH:17]=[CH:16][N:15]([CH2:19][CH2:20][CH2:21][CH2:22][CH2:23][CH3:24])[CH:14]=1)([CH3:2])[CH3:3], predict the reactants needed to synthesize it. The reactants are: [CH:1]([C:4]1[CH:9]=[CH:8][CH:7]=[C:6]([CH:10]([CH3:12])[CH3:11])[C:5]=1[N:13]1[CH:17]=[CH:16][N:15]=[CH:14]1)([CH3:3])[CH3:2].[Br:18][CH2:19][CH2:20][CH2:21][CH2:22][CH2:23][CH2:24]C. (2) Given the product [NH2:1][CH2:2][C:3]([F:8])([F:7])[C:4]([O:6][CH3:13])=[O:5], predict the reactants needed to synthesize it. The reactants are: [NH2:1][CH2:2][C:3]([F:8])([F:7])[C:4]([OH:6])=[O:5].O=S(Cl)Cl.[CH3:13]O. (3) The reactants are: [Cl:1][C:2]1[CH:16]=[CH:15][C:14]([C:17]2[CH2:21][C:20]([C:26]3[CH:31]=[C:30]([Cl:32])[C:29]([Cl:33])=[C:28]([Cl:34])[CH:27]=3)([C:22]([F:25])([F:24])[F:23])[O:19][N:18]=2)=[CH:13][C:3]=1[CH2:4][NH:5]C(=O)OC(C)(C)C.C(O)(C(F)(F)F)=O. Given the product [Cl:1][C:2]1[CH:16]=[CH:15][C:14]([C:17]2[CH2:21][C:20]([C:26]3[CH:31]=[C:30]([Cl:32])[C:29]([Cl:33])=[C:28]([Cl:34])[CH:27]=3)([C:22]([F:25])([F:23])[F:24])[O:19][N:18]=2)=[CH:13][C:3]=1[CH2:4][NH2:5], predict the reactants needed to synthesize it.